Regression. Given a peptide amino acid sequence and an MHC pseudo amino acid sequence, predict their binding affinity value. This is MHC class I binding data. From a dataset of Peptide-MHC class I binding affinity with 185,985 pairs from IEDB/IMGT. The peptide sequence is VLTGNLQTL. The MHC is HLA-B40:01 with pseudo-sequence HLA-B40:01. The binding affinity (normalized) is 0.0847.